From a dataset of Full USPTO retrosynthesis dataset with 1.9M reactions from patents (1976-2016). Predict the reactants needed to synthesize the given product. (1) Given the product [Cl:1][C:2]1[CH:7]=[CH:6][C:5]([C@H:8]([CH3:31])[C:9]([NH:11][C:12]2[CH:21]=[CH:20][CH:19]=[C:18]3[C:13]=2[CH:14]=[CH:15][N:16]([C@H:23]([CH:28]([CH3:30])[CH3:29])[C:24]([OH:26])=[O:25])[C:17]3=[O:22])=[O:10])=[CH:4][CH:3]=1, predict the reactants needed to synthesize it. The reactants are: [Cl:1][C:2]1[CH:7]=[CH:6][C:5]([C@H:8]([CH3:31])[C:9]([NH:11][C:12]2[CH:21]=[CH:20][CH:19]=[C:18]3[C:13]=2[CH:14]=[CH:15][N:16]([C@H:23]([CH:28]([CH3:30])[CH3:29])[C:24]([O:26]C)=[O:25])[C:17]3=[O:22])=[O:10])=[CH:4][CH:3]=1.[OH-].[Li+].C(O)(C)(C)C.O.Cl. (2) The reactants are: [Cl:1][C:2]1[CH:3]=[CH:4][C:5]2[O:9][C:8](B(O)O)=[CH:7][C:6]=2[CH:13]=1.Cl[C:15]1[C:24]([N:25]([CH:27]([CH3:29])[CH3:28])[CH3:26])=[N:23][C:22]2[C:17](=[CH:18][CH:19]=[C:20]([C:30]([O:32][CH2:33]C)=[O:31])[CH:21]=2)[N:16]=1.[O-]P([O-])([O-])=O.[K+].[K+].[K+].C(OCC)(=O)C. Given the product [Cl:1][C:2]1[CH:3]=[CH:4][C:5]2[O:9][C:8]([C:15]3[C:24]([N:25]([CH:27]([CH3:29])[CH3:28])[CH3:26])=[N:23][C:22]4[C:17](=[CH:18][CH:19]=[C:20]([C:30]([O:32][CH3:33])=[O:31])[CH:21]=4)[N:16]=3)=[CH:7][C:6]=2[CH:13]=1, predict the reactants needed to synthesize it. (3) The reactants are: [CH2:1]([O:3][C:4](=[O:17])[C:5]1[CH:10]=[CH:9][C:8]([O:11][CH2:12][CH3:13])=[C:7]([N:14]=[C:15]=[S:16])[CH:6]=1)[CH3:2].CC1C=CC(C([NH2:25])=O)=CC=1NC(N)=S.N. Given the product [CH2:1]([O:3][C:4](=[O:17])[C:5]1[CH:10]=[CH:9][C:8]([O:11][CH2:12][CH3:13])=[C:7]([NH:14][C:15]([NH2:25])=[S:16])[CH:6]=1)[CH3:2], predict the reactants needed to synthesize it. (4) Given the product [CH2:1]([CH:3]([C:6]1[C:10]([CH2:11][CH2:12][CH2:13][O:14][C:26]2[C:31]([O:32][CH3:33])=[CH:30][CH:29]=[CH:28][C:27]=2[CH2:34][C:35]([OH:37])=[O:36])=[CH:9][N:8]([C:15]2[N:16]=[N:17][C:18]([C:21]([F:22])([F:24])[F:23])=[CH:19][CH:20]=2)[N:7]=1)[CH2:4][CH3:5])[CH3:2], predict the reactants needed to synthesize it. The reactants are: [CH2:1]([CH:3]([C:6]1[C:10]([CH2:11][CH2:12][CH2:13][OH:14])=[CH:9][N:8]([C:15]2[N:16]=[N:17][C:18]([C:21]([F:24])([F:23])[F:22])=[CH:19][CH:20]=2)[N:7]=1)[CH2:4][CH3:5])[CH3:2].O[C:26]1[C:31]([O:32][CH3:33])=[CH:30][CH:29]=[CH:28][C:27]=1[CH2:34][C:35]([O:37]C)=[O:36].C(P(CCCC)CCCC)CCC.N(C(N1CCCCC1)=O)=NC(N1CCCCC1)=O. (5) Given the product [CH3:15][N:11]1[CH:12]=[C:13]([CH3:14])[C:9]([C:6]2[CH:7]=[CH:8][C:3]([OH:2])=[C:4]([CH3:16])[CH:5]=2)=[N:10]1, predict the reactants needed to synthesize it. The reactants are: C[O:2][C:3]1[CH:8]=[CH:7][C:6]([C:9]2[C:13]([CH3:14])=[CH:12][N:11]([CH3:15])[N:10]=2)=[CH:5][C:4]=1[CH3:16].Br. (6) Given the product [NH2:23][C:18]1[CH:17]=[C:15]([OH:16])[C:14]2[C:5](=[CH:4][CH:3]=[C:2]([Br:1])[CH:13]=2)[N:19]=1, predict the reactants needed to synthesize it. The reactants are: [Br:1][C:2]1[CH:13]=C[C:5]2NC(=O)OC(=O)[C:4]=2[CH:3]=1.[C:14](#N)[CH:15]([CH2:17][C:18]#[N:19])[OH:16].C([N:23](CC)CC)C. (7) Given the product [CH2:1]([O:8][C:9]([NH:11][C@H:12]([C:13]1[O:15][N:50]=[C:48]([C:47]2[CH:52]=[CH:53][C:44]([F:43])=[CH:45][CH:46]=2)[N:49]=1)[CH2:16][CH2:17][CH2:18][CH2:19][NH:20][C:21](=[O:22])[O:23][C:24]([CH3:27])([CH3:26])[CH3:25])=[O:10])[C:2]1[CH:3]=[CH:4][CH:5]=[CH:6][CH:7]=1, predict the reactants needed to synthesize it. The reactants are: [CH2:1]([O:8][C:9]([NH:11][C@@H:12]([CH2:16][CH2:17][CH2:18][CH2:19][NH:20][C:21]([O:23][C:24]([CH3:27])([CH3:26])[CH3:25])=[O:22])[C:13]([OH:15])=O)=[O:10])[C:2]1[CH:7]=[CH:6][CH:5]=[CH:4][CH:3]=1.C1CCC(N=C=NC2CCCCC2)CC1.[F:43][C:44]1[CH:53]=[CH:52][C:47]([C:48](=[N:50]O)[NH2:49])=[CH:46][CH:45]=1.